Regression. Given a peptide amino acid sequence and an MHC pseudo amino acid sequence, predict their binding affinity value. This is MHC class I binding data. From a dataset of Peptide-MHC class I binding affinity with 185,985 pairs from IEDB/IMGT. (1) The peptide sequence is GEKSRCYSLY. The MHC is HLA-A23:01 with pseudo-sequence HLA-A23:01. The binding affinity (normalized) is 0.0104. (2) The peptide sequence is MRIPVERTL. The MHC is HLA-B27:05 with pseudo-sequence HLA-B27:05. The binding affinity (normalized) is 0.254.